This data is from Catalyst prediction with 721,799 reactions and 888 catalyst types from USPTO. The task is: Predict which catalyst facilitates the given reaction. Reactant: C([Si](C)(C)[O:6][C:7]1[C:12]([CH3:13])=[CH:11][C:10]([C:14]2([C:24]3[CH:29]=[C:28]([CH3:30])[C:27]([O:31][Si](C(C)(C)C)(C)C)=[C:26]([CH3:39])[CH:25]=3)[C:22]3[C:17](=[CH:18][CH:19]=[CH:20][CH:21]=3)[NH:16][C:15]2=[O:23])=[CH:9][C:8]=1[CH3:40])(C)(C)C.C[Si]([N-][Si](C)(C)C)(C)C.[Li+].[F:53][C:54]1[CH:61]=[C:60]([F:62])[CH:59]=[CH:58][C:55]=1[CH2:56]Br.[I-].[Na+]. Product: [F:53][C:54]1[CH:61]=[C:60]([F:62])[CH:59]=[CH:58][C:55]=1[CH2:56][N:16]1[C:17]2[C:22](=[CH:21][CH:20]=[CH:19][CH:18]=2)[C:14]([C:10]2[CH:11]=[C:12]([CH3:13])[C:7]([OH:6])=[C:8]([CH3:40])[CH:9]=2)([C:24]2[CH:25]=[C:26]([CH3:39])[C:27]([OH:31])=[C:28]([CH3:30])[CH:29]=2)[C:15]1=[O:23]. The catalyst class is: 83.